From a dataset of Forward reaction prediction with 1.9M reactions from USPTO patents (1976-2016). Predict the product of the given reaction. (1) Given the reactants [CH2:1]([NH2:4])[C:2]#[CH:3].[CH3:5][C:6]1[O:10][N:9]=[C:8]([C:11]2[CH:16]=[CH:15][CH:14]=[CH:13][CH:12]=2)[C:7]=1[C:17]1[N:18]=[CH:19][N:20]([C:22]2[CH:30]=[CH:29][CH:28]=[CH:27][C:23]=2[C:24]([OH:26])=O)[CH:21]=1, predict the reaction product. The product is: [CH3:5][C:6]1[O:10][N:9]=[C:8]([C:11]2[CH:16]=[CH:15][CH:14]=[CH:13][CH:12]=2)[C:7]=1[C:17]1[N:18]=[CH:19][N:20]([C:22]2[CH:30]=[CH:29][CH:28]=[CH:27][C:23]=2[C:24]([NH:4][CH2:1][C:2]#[CH:3])=[O:26])[CH:21]=1. (2) Given the reactants [Cl:1][C:2]1[C:3]([CH:8]2[CH2:13]COCC2)=[N:4][NH:5][C:6]=1[I:7].[CH3:14][O:15]CCC1C=CNN=1.O1CCC(C2C=CNN=2)CC1, predict the reaction product. The product is: [Cl:1][C:2]1[C:3]([CH2:8][CH2:13][O:15][CH3:14])=[N:4][NH:5][C:6]=1[I:7]. (3) Given the reactants [CH:1]1([C:4]2[CH:5]=[C:6]([NH:20]C(=O)OC(C)(C)C)[CH:7]=[C:8]3[C:12]=2[N:11]([C:13]2[CH:14]=[N:15][C:16]([CH3:19])=[CH:17][CH:18]=2)[CH:10]=[CH:9]3)[CH2:3][CH2:2]1.Cl, predict the reaction product. The product is: [CH:1]1([C:4]2[CH:5]=[C:6]([NH2:20])[CH:7]=[C:8]3[C:12]=2[N:11]([C:13]2[CH:14]=[N:15][C:16]([CH3:19])=[CH:17][CH:18]=2)[CH:10]=[CH:9]3)[CH2:3][CH2:2]1. (4) Given the reactants [C:1]([C:3]1[CH:4]=[C:5]([NH:9][C:10]([C:12]2[O:13][CH:14]=[CH:15][C:16]=2[CH3:17])=[O:11])[CH:6]=[CH:7][CH:8]=1)#[CH:2].[NH2:18][C:19]1[C:28](I)=[CH:27][C:22]([C:23]([O:25][CH3:26])=[O:24])=[CH:21][N:20]=1.CCN(C(C)C)C(C)C, predict the reaction product. The product is: [CH3:26][O:25][C:23](=[O:24])[C:22]1[CH:27]=[C:28]([C:2]#[C:1][C:3]2[CH:8]=[CH:7][CH:6]=[C:5]([NH:9][C:10]([C:12]3[O:13][CH:14]=[CH:15][C:16]=3[CH3:17])=[O:11])[CH:4]=2)[C:19]([NH2:18])=[N:20][CH:21]=1. (5) Given the reactants [CH3:1][N:2]1[CH:6]=[C:5]([NH:7][C:8]([C:10]2[N:11]([CH3:18])[CH:12]=[C:13]([N+:15]([O-])=O)[CH:14]=2)=[O:9])[CH:4]=[C:3]1[C:19]([O:21][CH3:22])=[O:20].Cl.[H][H].[C:26]([O:30][C:31]([NH:33][C:34]1[CH:35]=[C:36]([C:40]([NH:42][C:43]2[N:44]=[C:45]([C:49](O)=[O:50])[N:46]([CH3:48])[CH:47]=2)=[O:41])[N:37]([CH3:39])[CH:38]=1)=[O:32])([CH3:29])([CH3:28])[CH3:27].C(Cl)CCl.CCN(C(C)C)C(C)C, predict the reaction product. The product is: [C:26]([O:30][C:31]([NH:33][C:34]1[CH:35]=[C:36]([C:40]([NH:42][C:43]2[N:44]=[C:45]([C:49]([NH:15][C:13]3[CH:14]=[C:10]([C:8]([NH:7][C:5]4[CH:4]=[C:3]([C:19]([O:21][CH3:22])=[O:20])[N:2]([CH3:1])[CH:6]=4)=[O:9])[N:11]([CH3:18])[CH:12]=3)=[O:50])[N:46]([CH3:48])[CH:47]=2)=[O:41])[N:37]([CH3:39])[CH:38]=1)=[O:32])([CH3:29])([CH3:27])[CH3:28]. (6) Given the reactants [CH3:1][N:2]1[C:15]2[C:10](=[CH:11][CH:12]=[CH:13][CH:14]=2)[C:9](=[O:16])[C:8]2[CH:7]=[C:6]([S:17](Cl)(=[O:19])=[O:18])[CH:5]=[CH:4][C:3]1=2.[NH:21]([C:28]([O:30][C:31]([CH3:34])([CH3:33])[CH3:32])=[O:29])[C@H:22]([C:25]([OH:27])=[O:26])[CH2:23][NH2:24].C(N(CC)CC)C, predict the reaction product. The product is: [NH:21]([C:28]([O:30][C:31]([CH3:34])([CH3:33])[CH3:32])=[O:29])[C@H:22]([C:25]([OH:27])=[O:26])[CH2:23][NH2:24].[C:31]([O:30][C:28]([NH:21][CH:22]([CH2:23][NH:24][S:17]([C:6]1[CH:5]=[CH:4][C:3]2[N:2]([CH3:1])[C:15]3[C:10](=[CH:11][CH:12]=[CH:13][CH:14]=3)[C:9](=[O:16])[C:8]=2[CH:7]=1)(=[O:19])=[O:18])[C:25]([OH:27])=[O:26])=[O:29])([CH3:34])([CH3:33])[CH3:32].